Dataset: Forward reaction prediction with 1.9M reactions from USPTO patents (1976-2016). Task: Predict the product of the given reaction. (1) Given the reactants C(Cl)(=O)C(Cl)=O.[NH2:7][C:8]1[C:13]([CH3:14])=[CH:12][C:11]([Br:15])=[CH:10][N:9]=1.C[Si]([N-][Si](C)(C)C)(C)C.[Li+].O1CCCC1.[Br:31][C:32]1[CH:44]=[CH:43][C:42]([N+:45]([O-:47])=[O:46])=[CH:41][C:33]=1[O:34][C:35]([CH3:40])([CH3:39])[C:36](Cl)=[O:37].C(O)(=O)CC(CC(O)=O)(C(O)=O)O.C(=O)([O-])O.[Na+], predict the reaction product. The product is: [Br:15][C:11]1[CH:12]=[C:13]([CH3:14])[C:8]([NH:7][C:36](=[O:37])[C:35]([O:34][C:33]2[CH:41]=[C:42]([N+:45]([O-:47])=[O:46])[CH:43]=[CH:44][C:32]=2[Br:31])([CH3:40])[CH3:39])=[N:9][CH:10]=1. (2) Given the reactants O.[NH2:2][NH2:3].[Br:4][C:5]1[CH:6]=[CH:7][C:8]([C:12]#[N:13])=[N:9][C:10]=1[CH3:11], predict the reaction product. The product is: [Br:4][C:5]1[CH:6]=[CH:7][C:8]([C:12](=[NH:13])[NH:2][NH2:3])=[N:9][C:10]=1[CH3:11]. (3) Given the reactants Br[CH2:2][C:3]1[CH:8]=[CH:7][CH:6]=[CH:5][C:4]=1[O:9][CH3:10].[Br:11][C:12]1[C:13]([O:31][CH3:32])=[C:14]([CH:20]([O:23][Si:24]([C:27]([CH3:30])([CH3:29])[CH3:28])([CH3:26])[CH3:25])[C:21]#[N:22])[C:15]([O:18][CH3:19])=[CH:16][CH:17]=1, predict the reaction product. The product is: [Br:11][C:12]1[C:13]([O:31][CH3:32])=[C:14]([C:20]([O:23][Si:24]([C:27]([CH3:28])([CH3:29])[CH3:30])([CH3:25])[CH3:26])([CH2:2][C:3]2[CH:8]=[CH:7][CH:6]=[CH:5][C:4]=2[O:9][CH3:10])[C:21]#[N:22])[C:15]([O:18][CH3:19])=[CH:16][CH:17]=1. (4) Given the reactants Br[C:2]1[CH:9]=[C:8]([C:10]([F:13])([F:12])[F:11])[CH:7]=[CH:6][C:3]=1[CH:4]=[O:5].[NH:14]1[CH2:18][CH2:17][CH2:16][CH:15]1[C:19]([O:21][CH2:22][CH3:23])=[O:20].C(=O)([O-])[O-].[Cs+].[Cs+].C1(P(C2CCCCC2)C2C=CC=CC=2C2C(OC(C)C)=CC=CC=2OC(C)C)CCCCC1, predict the reaction product. The product is: [CH:4]([C:3]1[CH:6]=[CH:7][C:8]([C:10]([F:13])([F:12])[F:11])=[CH:9][C:2]=1[N:14]1[CH2:18][CH2:17][CH2:16][CH:15]1[C:19]([O:21][CH2:22][CH3:23])=[O:20])=[O:5].